From a dataset of Peptide-MHC class I binding affinity with 185,985 pairs from IEDB/IMGT. Regression. Given a peptide amino acid sequence and an MHC pseudo amino acid sequence, predict their binding affinity value. This is MHC class I binding data. (1) The peptide sequence is GVIADYNYK. The MHC is HLA-A11:01 with pseudo-sequence HLA-A11:01. The binding affinity (normalized) is 0.835. (2) The peptide sequence is EVGTNFGTII. The MHC is HLA-A02:06 with pseudo-sequence HLA-A02:06. The binding affinity (normalized) is 0.0816. (3) The peptide sequence is YLISIFLHLV. The MHC is HLA-A02:01 with pseudo-sequence HLA-A02:01. The binding affinity (normalized) is 0.837. (4) The peptide sequence is TPYDINQML. The MHC is Mamu-A01 with pseudo-sequence Mamu-A01. The binding affinity (normalized) is 0.564.